The task is: Predict the product of the given reaction.. This data is from Forward reaction prediction with 1.9M reactions from USPTO patents (1976-2016). (1) Given the reactants [F:1][C:2]1([F:17])[O:6][C:5]2[CH:7]=[CH:8][C:9]([C:11]3([C:14]([OH:16])=O)[CH2:13][CH2:12]3)=[CH:10][C:4]=2[O:3]1.[NH2:18][C:19]1[CH:20]=[C:21]2[C:25](=[CH:26][C:27]=1[F:28])[N:24]([CH2:29][C@@H:30]1[CH2:34][O:33][C:32]([CH3:36])([CH3:35])[O:31]1)[C:23]([C:37]([CH3:42])([CH3:41])[CH2:38][CH2:39][OH:40])=[CH:22]2.NC1C=C2C(=CC=1F)NC(C(C)(C)CCO)=C2.CN(C(ON1N=NC2C=CC=NC1=2)=[N+](C)C)C.F[P-](F)(F)(F)(F)F.C(N(CC)CC)C, predict the reaction product. The product is: [F:17][C:2]1([F:1])[O:6][C:5]2[CH:7]=[CH:8][C:9]([C:11]3([C:14]([NH:18][C:19]4[CH:20]=[C:21]5[C:25](=[CH:26][C:27]=4[F:28])[N:24]([CH2:29][C@@H:30]4[CH2:34][O:33][C:32]([CH3:35])([CH3:36])[O:31]4)[C:23]([C:37]([CH3:42])([CH2:38][CH2:39][OH:40])[CH3:41])=[CH:22]5)=[O:16])[CH2:12][CH2:13]3)=[CH:10][C:4]=2[O:3]1. (2) Given the reactants [CH:1]12[CH2:29][CH:4]([CH:5]([CH2:7][NH:8][C:9]([C:11]3[C:12]([S:17][CH2:18][CH2:19][CH2:20][C:21]4[CH:26]=[CH:25][C:24]([O:27]C)=[CH:23][CH:22]=4)=[N:13][CH:14]=[CH:15][CH:16]=3)=[O:10])[CH2:6]1)[CH2:3][CH2:2]2.B(Br)(Br)Br, predict the reaction product. The product is: [CH:1]12[CH2:29][CH:4]([CH:5]([CH2:7][NH:8][C:9]([C:11]3[C:12]([S:17][CH2:18][CH2:19][CH2:20][C:21]4[CH:22]=[CH:23][C:24]([OH:27])=[CH:25][CH:26]=4)=[N:13][CH:14]=[CH:15][CH:16]=3)=[O:10])[CH2:6]1)[CH2:3][CH2:2]2.